From a dataset of Full USPTO retrosynthesis dataset with 1.9M reactions from patents (1976-2016). Predict the reactants needed to synthesize the given product. (1) Given the product [NH2:1][C:2]1[N:7]=[C:6]([S:8][CH2:9][C:10]2[CH:11]=[C:12]([C:16]([NH:62][CH2:61][CH2:60][NH:59][C:58](=[O:63])[O:57][C:53]([CH3:56])([CH3:54])[CH3:55])=[O:17])[CH:13]=[CH:14][CH:15]=2)[C:5]([C:19]#[N:20])=[C:4]([C:21]2[CH:22]=[CH:23][CH:24]=[CH:25][CH:26]=2)[C:3]=1[C:27]#[N:28], predict the reactants needed to synthesize it. The reactants are: [NH2:1][C:2]1[N:7]=[C:6]([S:8][CH2:9][C:10]2[CH:11]=[C:12]([C:16](O)=[O:17])[CH:13]=[CH:14][CH:15]=2)[C:5]([C:19]#[N:20])=[C:4]([C:21]2[CH:26]=[CH:25][CH:24]=[CH:23][CH:22]=2)[C:3]=1[C:27]#[N:28].CN(C(ON1N=NC2C=CC=NC1=2)=[N+](C)C)C.F[P-](F)(F)(F)(F)F.[C:53]([O:57][C:58](=[O:63])[NH:59][CH2:60][CH2:61][NH2:62])([CH3:56])([CH3:55])[CH3:54].C(N(CC)C(C)C)(C)C. (2) Given the product [C:13]([O:17][C:18]([N:20]1[CH2:24][CH2:23][CH:22]([O:25][C:26]2[CH:27]=[C:28]([CH:32]=[CH:33][CH:34]=2)[C:29]([NH:35][C:36]2[CH:37]=[C:38]([CH:54]=[CH:55][C:56]=2[CH3:57])[C:39]([NH:41][C:42]2[CH:47]=[CH:46][CH:45]=[C:44]([N:48]3[CH2:49][CH2:50][O:51][CH2:52][CH2:53]3)[CH:43]=2)=[O:40])=[O:31])[CH2:21]1)=[O:19])([CH3:14])([CH3:15])[CH3:16], predict the reactants needed to synthesize it. The reactants are: Cl.CN(C)CCCN=C=NCC.[C:13]([O:17][C:18]([N:20]1[CH2:24][CH2:23][CH:22]([O:25][C:26]2[CH:27]=[C:28]([CH:32]=[CH:33][CH:34]=2)[C:29]([OH:31])=O)[CH2:21]1)=[O:19])([CH3:16])([CH3:15])[CH3:14].[NH2:35][C:36]1[CH:37]=[C:38]([CH:54]=[CH:55][C:56]=1[CH3:57])[C:39]([NH:41][C:42]1[CH:47]=[CH:46][CH:45]=[C:44]([N:48]2[CH2:53][CH2:52][O:51][CH2:50][CH2:49]2)[CH:43]=1)=[O:40].ON1C2C=CC=CC=2N=N1.